From a dataset of Reaction yield outcomes from USPTO patents with 853,638 reactions. Predict the reaction yield, written as a fraction of the theoretical maximum amount of product (1.0 means a 100% yield; for example, 0.34 means a 34% yield). The catalyst is CC(C)=O. The yield is 0.920. The product is [CH2:1]([S:8][C:9]([CH3:38])([CH:33]=[O:34])[CH2:10][NH:11][C:12]([C:14]1[NH:15][C:16]2[C:21]([CH:22]=1)=[CH:20][CH:19]=[CH:18][C:17]=2[N:23]([CH3:32])[S:24]([C:27]1[S:28][CH:29]=[CH:30][CH:31]=1)(=[O:26])=[O:25])=[O:13])[C:2]1[CH:3]=[CH:4][CH:5]=[CH:6][CH:7]=1. The reactants are [CH2:1]([S:8][C:9]([CH3:38])([CH:33](OC)[O:34]C)[CH2:10][NH:11][C:12]([C:14]1[NH:15][C:16]2[C:21]([CH:22]=1)=[CH:20][CH:19]=[CH:18][C:17]=2[N:23]([CH3:32])[S:24]([C:27]1[S:28][CH:29]=[CH:30][CH:31]=1)(=[O:26])=[O:25])=[O:13])[C:2]1[CH:7]=[CH:6][CH:5]=[CH:4][CH:3]=1.O.